Dataset: Catalyst prediction with 721,799 reactions and 888 catalyst types from USPTO. Task: Predict which catalyst facilitates the given reaction. (1) Reactant: [Cl:1][C:2]1[CH:3]=[C:4]2[C:8](=[CH:9][CH:10]=1)[NH:7][C:6]([C:11]1[CH:16]=[CH:15][CH:14]=[CH:13][CH:12]=1)=[CH:5]2.[H-].[Na+].Cl[CH2:20][C:21]1[N:26]=[C:25]([C:27]([O:29][CH3:30])=[O:28])[CH:24]=[CH:23][CH:22]=1.[Cl-].[NH4+]. Product: [Cl:1][C:2]1[CH:3]=[C:4]2[C:8](=[CH:9][CH:10]=1)[N:7]([CH2:20][C:21]1[N:26]=[C:25]([C:27]([O:29][CH3:30])=[O:28])[CH:24]=[CH:23][CH:22]=1)[C:6]([C:11]1[CH:16]=[CH:15][CH:14]=[CH:13][CH:12]=1)=[CH:5]2. The catalyst class is: 288. (2) Reactant: [F:1][C:2]1[CH:3]=[CH:4][C:5]2[C:9]([CH:10]3[CH2:15][CH2:14][N:13]([CH2:16][CH2:17][CH2:18][N:19]4[C:27]5[CH2:26][CH2:25][N:24]([S:28]([CH3:31])(=[O:30])=[O:29])[CH2:23][C:22]=5[C:21]([C:32]5[CH:37]=[CH:36][C:35]([C:38]([F:41])([F:40])[F:39])=[CH:34][CH:33]=5)=[N:20]4)[CH2:12][CH2:11]3)=[C:8]([C:42]([OH:44])=O)[S:7][C:6]=2[CH:45]=1.CN(C(ON1N=NC2C=CC=CC1=2)=[N+](C)C)C.F[P-](F)(F)(F)(F)F.CCN(C(C)C)C(C)C.[NH2:79][CH2:80][CH2:81][N:82]1[CH2:87][CH2:86][O:85][CH2:84][CH2:83]1. The catalyst class is: 3. Product: [N:82]1([CH2:81][CH2:80][NH:79][C:42]([C:8]2[S:7][C:6]3[CH:45]=[C:2]([F:1])[CH:3]=[CH:4][C:5]=3[C:9]=2[CH:10]2[CH2:11][CH2:12][N:13]([CH2:16][CH2:17][CH2:18][N:19]3[C:27]4[CH2:26][CH2:25][N:24]([S:28]([CH3:31])(=[O:29])=[O:30])[CH2:23][C:22]=4[C:21]([C:32]4[CH:37]=[CH:36][C:35]([C:38]([F:41])([F:39])[F:40])=[CH:34][CH:33]=4)=[N:20]3)[CH2:14][CH2:15]2)=[O:44])[CH2:87][CH2:86][O:85][CH2:84][CH2:83]1. (3) Reactant: [OH:1][C@H:2]1[CH2:6][CH2:5][NH:4][C:3]1=[O:7].N1C=CN=C1.[CH3:13][C:14]([Si:17](Cl)([CH3:19])[CH3:18])([CH3:16])[CH3:15]. Product: [Si:17]([O:1][C@H:2]1[CH2:6][CH2:5][NH:4][C:3]1=[O:7])([C:14]([CH3:16])([CH3:15])[CH3:13])([CH3:19])[CH3:18]. The catalyst class is: 64. (4) Reactant: [C:1]([O:5][C:6]([N:8]1[CH2:11][CH:10]([C:12]([CH:14]2C(=O)OC(C)(C)OC2=O)=[O:13])[CH2:9]1)=[O:7])([CH3:4])([CH3:3])[CH3:2].O.O1CCOCC1. Product: [C:1]([O:5][C:6]([N:8]1[CH2:11][CH:10]([C:12](=[O:13])[CH3:14])[CH2:9]1)=[O:7])([CH3:4])([CH3:2])[CH3:3]. The catalyst class is: 15. (5) Reactant: [CH2:1]([N:8]([C@H:33]([CH:35]1[CH2:37][CH2:36]1)[CH3:34])[C:9](=[O:32])[CH2:10][N:11]1[C:29](=[O:30])[C@:14]2([C:22]3[C:17](=[CH:18][C:19]([C:23]#[C:24][Si](C)(C)C)=[CH:20][CH:21]=3)[CH2:16][CH2:15]2)[NH:13][C:12]1=[O:31])[C:2]1[CH:7]=[CH:6][CH:5]=[CH:4][CH:3]=1.C([O-])([O-])=O.[K+].[K+]. Product: [CH2:1]([N:8]([C@H:33]([CH:35]1[CH2:37][CH2:36]1)[CH3:34])[C:9](=[O:32])[CH2:10][N:11]1[C:29](=[O:30])[C@:14]2([C:22]3[C:17](=[CH:18][C:19]([C:23]#[CH:24])=[CH:20][CH:21]=3)[CH2:16][CH2:15]2)[NH:13][C:12]1=[O:31])[C:2]1[CH:3]=[CH:4][CH:5]=[CH:6][CH:7]=1. The catalyst class is: 3. (6) Reactant: [O-]Cl=O.[Na+].[CH2:5]([O:12][C:13]([NH:15][C@H:16]([C:20]([O:22][CH2:23][C:24]1[O:28][C:27]([CH:29]=[O:30])=[CH:26][CH:25]=1)=[O:21])[CH:17]([CH3:19])[CH3:18])=[O:14])[C:6]1[CH:11]=[CH:10][CH:9]=[CH:8][CH:7]=1.C([O-])(O)=[O:32].[Na+]. Product: [CH2:5]([O:12][C:13]([NH:15][C@H:16]([C:20]([O:22][CH2:23][C:24]1[O:28][C:27]([C:29]([OH:32])=[O:30])=[CH:26][CH:25]=1)=[O:21])[CH:17]([CH3:19])[CH3:18])=[O:14])[C:6]1[CH:7]=[CH:8][CH:9]=[CH:10][CH:11]=1. The catalyst class is: 578. (7) Reactant: [N+:1]([O-:4])([O-])=[O:2].[NH4+].[NH:6]1[CH:10]=[C:9]([C:11]([OH:13])=[O:12])[N:8]=[CH:7]1.[CH3:14]O.N. Product: [CH3:14][O:12][C:11]([C:9]1[N:8]=[CH:7][NH:6][C:10]=1[N+:1]([O-:4])=[O:2])=[O:13]. The catalyst class is: 65. (8) Product: [N:12]1[C:17]2[C:16](=[CH:2][CH:3]=[CH:4][C:5]=2[NH:6][S:8]([C:5]2[CH:4]=[CH:3][C:2]([CH3:1])=[CH:7][N:6]=2)(=[O:10])=[O:9])[CH:15]=[CH:14][CH:13]=1. Reactant: [CH3:1][C:2]1[CH:3]=[CH:4][C:5]([S:8](Cl)(=[O:10])=[O:9])=[N:6][CH:7]=1.[N:12]1[CH:17]=[CH:16][CH:15]=[CH:14][CH:13]=1. The catalyst class is: 2. (9) Reactant: [Cl:1][C:2]1[CH:7]=[CH:6][CH:5]=[CH:4][C:3]=1[N:8]1[CH:12]([C:13]2[CH:18]=[CH:17][C:16]([C:19]3[CH:24]=[CH:23][C:22]([C:25](=[O:27])[CH3:26])=[CH:21][CH:20]=3)=[CH:15][C:14]=2[F:28])[CH2:11][C:10]([C:29]([C:35]([F:38])([F:37])[F:36])([C:31]([F:34])([F:33])[F:32])[OH:30])=[N:9]1.[CH3:39][Mg]Cl. Product: [Cl:1][C:2]1[CH:7]=[CH:6][CH:5]=[CH:4][C:3]=1[N:8]1[CH:12]([C:13]2[CH:18]=[CH:17][C:16]([C:19]3[CH:20]=[CH:21][C:22]([C:25]([OH:27])([CH3:39])[CH3:26])=[CH:23][CH:24]=3)=[CH:15][C:14]=2[F:28])[CH2:11][C:10]([C:29]([C:35]([F:38])([F:37])[F:36])([C:31]([F:32])([F:33])[F:34])[OH:30])=[N:9]1. The catalyst class is: 7.